From a dataset of Full USPTO retrosynthesis dataset with 1.9M reactions from patents (1976-2016). Predict the reactants needed to synthesize the given product. The reactants are: F[C:2]1[C:7]([CH:8]2[CH2:12][CH2:11][C:10]([CH3:14])([OH:13])[CH2:9]2)=[CH:6][CH:5]=[CH:4][N:3]=1.[NH:15]1[C:19]2[CH:20]=[CH:21][CH:22]=[CH:23][C:18]=2[N:17]=[C:16]1[C:24]([C:26]1[CH:31]=[CH:30][C:29]([OH:32])=[CH:28][CH:27]=1)=[O:25].C(=O)([O-])[O-].[Cs+].[Cs+]. Given the product [NH:15]1[C:19]2[CH:20]=[CH:21][CH:22]=[CH:23][C:18]=2[N:17]=[C:16]1[C:24]([C:26]1[CH:31]=[CH:30][C:29]([O:32][C:2]2[C:7]([C@H:8]3[CH2:12][CH2:11][C@:10]([OH:13])([CH3:14])[CH2:9]3)=[CH:6][CH:5]=[CH:4][N:3]=2)=[CH:28][CH:27]=1)=[O:25], predict the reactants needed to synthesize it.